Dataset: CYP3A4 inhibition data for predicting drug metabolism from PubChem BioAssay. Task: Regression/Classification. Given a drug SMILES string, predict its absorption, distribution, metabolism, or excretion properties. Task type varies by dataset: regression for continuous measurements (e.g., permeability, clearance, half-life) or binary classification for categorical outcomes (e.g., BBB penetration, CYP inhibition). Dataset: cyp3a4_veith. (1) The drug is CCNC(=O)CC1C(=O)N(c2ccc(F)cc2)C(=O)N1CCc1ccc(OC)cc1. The result is 1 (inhibitor). (2) The molecule is Cl.NC(N)=NC(=O)c1nc(Cl)c(N)nc1N.O.O. The result is 0 (non-inhibitor). (3) The drug is COC(=O)CCC(=O)NNC(=O)c1ccc(Br)cc1. The result is 0 (non-inhibitor). (4) The compound is CCc1nnc(NS(=O)(=O)c2ccc(N=Cc3c(C)[nH]n(-c4ccc(C)cc4)c3=O)cc2)s1. The result is 1 (inhibitor).